This data is from NCI-60 drug combinations with 297,098 pairs across 59 cell lines. The task is: Regression. Given two drug SMILES strings and cell line genomic features, predict the synergy score measuring deviation from expected non-interaction effect. (1) Drug 1: C1=CN(C(=O)N=C1N)C2C(C(C(O2)CO)O)O.Cl. Drug 2: CNC(=O)C1=NC=CC(=C1)OC2=CC=C(C=C2)NC(=O)NC3=CC(=C(C=C3)Cl)C(F)(F)F. Cell line: SK-MEL-28. Synergy scores: CSS=33.6, Synergy_ZIP=0.640, Synergy_Bliss=-0.287, Synergy_Loewe=-0.524, Synergy_HSA=1.22. (2) Drug 1: CCC1(CC2CC(C3=C(CCN(C2)C1)C4=CC=CC=C4N3)(C5=C(C=C6C(=C5)C78CCN9C7C(C=CC9)(C(C(C8N6C)(C(=O)OC)O)OC(=O)C)CC)OC)C(=O)OC)O.OS(=O)(=O)O. Drug 2: CC(C)NC(=O)C1=CC=C(C=C1)CNNC.Cl. Cell line: HT29. Synergy scores: CSS=14.7, Synergy_ZIP=-1.97, Synergy_Bliss=-2.97, Synergy_Loewe=-30.3, Synergy_HSA=-5.32. (3) Drug 1: CN1C2=C(C=C(C=C2)N(CCCl)CCCl)N=C1CCCC(=O)O.Cl. Drug 2: N.N.Cl[Pt+2]Cl. Cell line: NCI-H226. Synergy scores: CSS=15.6, Synergy_ZIP=-5.40, Synergy_Bliss=-1.73, Synergy_Loewe=-6.55, Synergy_HSA=-1.76. (4) Drug 1: CC(CN1CC(=O)NC(=O)C1)N2CC(=O)NC(=O)C2. Drug 2: C1C(C(OC1N2C=C(C(=O)NC2=O)F)CO)O. Cell line: HL-60(TB). Synergy scores: CSS=90.4, Synergy_ZIP=11.8, Synergy_Bliss=11.5, Synergy_Loewe=11.3, Synergy_HSA=14.7.